Task: Predict the product of the given reaction.. Dataset: Forward reaction prediction with 1.9M reactions from USPTO patents (1976-2016) (1) Given the reactants C([O:8][C:9]1[CH:14]=[CH:13][C:12]([C:15]2[N:20]=[C:19]3[NH:21][N:22]=[C:23]([C:24]4[O:25][CH:26]=[CH:27][CH:28]=4)[C:18]3=[C:17]([C:29]3[CH:34]=[CH:33][C:32]([N:35]4[CH2:40][CH2:39][N:38]([C:41]([O:43][C:44]([CH3:47])([CH3:46])[CH3:45])=[O:42])[CH2:37][CH2:36]4)=[CH:31][CH:30]=3)[C:16]=2[C:48]#[N:49])=[CH:11][C:10]=1[CH3:50])C1C=CC=CC=1.C1CC=CCC=1, predict the reaction product. The product is: [C:48]([C:16]1[C:17]([C:29]2[CH:30]=[CH:31][C:32]([N:35]3[CH2:36][CH2:37][N:38]([C:41]([O:43][C:44]([CH3:47])([CH3:46])[CH3:45])=[O:42])[CH2:39][CH2:40]3)=[CH:33][CH:34]=2)=[C:18]2[C:23]([C:24]3[O:25][CH:26]=[CH:27][CH:28]=3)=[N:22][NH:21][C:19]2=[N:20][C:15]=1[C:12]1[CH:13]=[CH:14][C:9]([OH:8])=[C:10]([CH3:50])[CH:11]=1)#[N:49]. (2) The product is: [O:1]1[C:5]2([CH2:10][CH2:9][N:8]([S:25]([C:22]3[CH:21]=[CH:20][C:19]([C:17]#[N:18])=[CH:24][CH:23]=3)(=[O:27])=[O:26])[CH2:7][CH2:6]2)[O:4][CH2:3][CH2:2]1. Given the reactants [O:1]1[C:5]2([CH2:10][CH2:9][NH:8][CH2:7][CH2:6]2)[O:4][CH2:3][CH2:2]1.C(=O)([O-])[O-].[Na+].[Na+].[C:17]([C:19]1[CH:24]=[CH:23][C:22]([S:25](Cl)(=[O:27])=[O:26])=[CH:21][CH:20]=1)#[N:18], predict the reaction product.